This data is from Forward reaction prediction with 1.9M reactions from USPTO patents (1976-2016). The task is: Predict the product of the given reaction. (1) Given the reactants Cl.[NH2:2][C:3]1[C:8]([CH2:9][NH2:10])=[CH:7][CH:6]=[CH:5][N:4]=1.C(N(CC)CC)C.CN(C)/[C:20](/[CH3:38])=[CH:21]/[C:22]([C:24]1[CH:29]=[CH:28][C:27]([C:30]2[C:31]([CH3:36])=[N:32][O:33][C:34]=2[CH3:35])=[CH:26][C:25]=1[F:37])=[O:23].C(OC(C)C)(C)C, predict the reaction product. The product is: [NH2:2][C:3]1[C:8]([CH2:9][NH:10]/[C:20](/[CH3:38])=[CH:21]\[C:22]([C:24]2[CH:29]=[CH:28][C:27]([C:30]3[C:31]([CH3:36])=[N:32][O:33][C:34]=3[CH3:35])=[CH:26][C:25]=2[F:37])=[O:23])=[CH:7][CH:6]=[CH:5][N:4]=1. (2) Given the reactants [CH3:1][C:2]([C:9]1[CH:18]=[C:17]2[C:12]([CH:13]=[C:14]([C:23]([O:25]CC)=[O:24])[CH:15]([C:19]([F:22])([F:21])[F:20])[O:16]2)=[CH:11][CH:10]=1)([CH3:8])[CH2:3][NH:4][CH2:5][CH2:6][CH3:7].[OH-].[Na+], predict the reaction product. The product is: [CH3:8][C:2]([C:9]1[CH:18]=[C:17]2[C:12]([CH:13]=[C:14]([C:23]([OH:25])=[O:24])[CH:15]([C:19]([F:22])([F:21])[F:20])[O:16]2)=[CH:11][CH:10]=1)([CH3:1])[CH2:3][NH:4][CH2:5][CH2:6][CH3:7].